This data is from Full USPTO retrosynthesis dataset with 1.9M reactions from patents (1976-2016). The task is: Predict the reactants needed to synthesize the given product. (1) Given the product [NH2:13][C:14]1[N:19]([C:20]2[CH:21]=[CH:22][C:23]([NH:26][C:10]([C:7]3([C:1]4[CH:6]=[CH:5][CH:4]=[CH:3][CH:2]=4)[CH2:9][CH2:8]3)=[O:11])=[CH:24][CH:25]=2)[CH2:18][N:17]=[C:16]2[O:27][CH:28]=[CH:29][C:15]=12, predict the reactants needed to synthesize it. The reactants are: [C:1]1([C:7]2([C:10](Cl)=[O:11])[CH2:9][CH2:8]2)[CH:6]=[CH:5][CH:4]=[CH:3][CH:2]=1.[NH2:13][C:14]1[N:19]([C:20]2[CH:25]=[CH:24][C:23]([NH2:26])=[CH:22][CH:21]=2)[CH2:18][N:17]=[C:16]2[O:27][CH:28]=[CH:29][C:15]=12. (2) Given the product [CH3:31][O:22][C:21]([C:17]1[CH:18]=[C:19]([CH3:20])[C:10]2[O:9][C:8]3[C:24]([Cl:26])=[CH:25][C:5]([N:4]([CH2:2][CH2:1][OH:3])[CH2:28][CH2:27][OH:30])=[CH:6][C:7]=3[CH2:13][S:12](=[O:14])(=[O:15])[C:11]=2[CH:16]=1)=[O:23], predict the reactants needed to synthesize it. The reactants are: [CH2:1]1[O:3][CH2:2]1.[NH2:4][C:5]1[CH:25]=[C:24]([Cl:26])[C:8]2[O:9][C:10]3[C:19]([CH3:20])=[CH:18][C:17]([C:21]([OH:23])=[O:22])=[CH:16][C:11]=3[S:12](=[O:15])(=[O:14])[CH2:13][C:7]=2[CH:6]=1.[C:27]([OH:30])(=O)[CH3:28].[C:31]([O-])([O-])=O.[Na+].[Na+]. (3) The reactants are: [F:1][C:2]([F:11])([F:10])[C:3]1[CH:9]=[CH:8][C:6]([NH2:7])=[CH:5][CH:4]=1.ClOC(C)(C)C.C[O:19][C:20](=O)[CH2:21][S:22][CH3:23].C(N(CC)CC)C. Given the product [CH3:23][S:22][CH:21]1[C:8]2[C:6](=[CH:5][CH:4]=[C:3]([C:2]([F:10])([F:11])[F:1])[CH:9]=2)[NH:7][C:20]1=[O:19], predict the reactants needed to synthesize it. (4) Given the product [C:1]([O:5][C:6](=[O:7])[NH:8][CH:9]([CH:14]1[CH2:15][CH2:16][CH2:17]1)[CH2:10][CH2:11][OH:12])([CH3:4])([CH3:2])[CH3:3], predict the reactants needed to synthesize it. The reactants are: [C:1]([O:5][C:6]([NH:8][CH:9]([CH:14]1[CH2:17][CH2:16][CH2:15]1)[CH2:10][C:11](O)=[O:12])=[O:7])([CH3:4])([CH3:3])[CH3:2]. (5) Given the product [F:1][C:2]1[CH:24]=[CH:23][C:5]([CH2:6][NH:7][C:8]([C:10]2[S:14][C:13]([C:15]3[CH:20]=[N:19][CH:18]=[C:17]([N:31]([CH2:30][C:29]4[CH:33]=[CH:34][C:26]([F:25])=[CH:27][CH:28]=4)[CH3:32])[N:16]=3)=[N:12][C:11]=2[CH3:22])=[O:9])=[CH:4][CH:3]=1, predict the reactants needed to synthesize it. The reactants are: [F:1][C:2]1[CH:24]=[CH:23][C:5]([CH2:6][NH:7][C:8]([C:10]2[S:14][C:13]([C:15]3[CH:20]=[N:19][CH:18]=[C:17](I)[N:16]=3)=[N:12][C:11]=2[CH3:22])=[O:9])=[CH:4][CH:3]=1.[F:25][C:26]1[CH:34]=[CH:33][C:29]([CH2:30][NH:31][CH3:32])=[CH:28][CH:27]=1.C(N(C(C)C)CC)(C)C.CC(N(C)C)=O.